This data is from Full USPTO retrosynthesis dataset with 1.9M reactions from patents (1976-2016). The task is: Predict the reactants needed to synthesize the given product. (1) Given the product [N:38]1[CH:39]=[CH:40][CH:41]=[C:36]([C:34]([C:31]2[CH:30]=[CH:29][C:28]([CH2:27][OH:26])=[CH:33][CH:32]=2)=[O:35])[CH:37]=1, predict the reactants needed to synthesize it. The reactants are: [F-].C([N+](CCCC)(CCCC)CCCC)CCC.[Si]([O:26][CH2:27][C:28]1[CH:33]=[CH:32][C:31]([C:34]([C:36]2[CH:37]=[N:38][CH:39]=[CH:40][CH:41]=2)=[O:35])=[CH:30][CH:29]=1)(C(C)(C)C)(C)C. (2) Given the product [O:1]=[C:2]1[CH2:7][O:6][C:5]2[CH:8]=[CH:9][C:10]([C:12]([NH:25][C@H:22]3[CH2:23][CH2:24][C@H:19]([CH2:17][O:39][C:38]([C:32]4[CH:33]=[N:34][C:35]5[C:30]([CH:31]=4)=[N:29][C:28]([O:27][CH3:26])=[CH:37][CH:36]=5)=[O:40])[CH2:20][CH2:21]3)=[O:14])=[N:11][C:4]=2[NH:3]1, predict the reactants needed to synthesize it. The reactants are: [O:1]=[C:2]1[CH2:7][O:6][C:5]2[CH:8]=[CH:9][C:10]([C:12]([OH:14])=O)=[N:11][C:4]=2[NH:3]1.CO[C:17]([C@H:19]1[CH2:24][CH2:23][C@H:22]([NH2:25])[CH2:21][CH2:20]1)=O.[CH3:26][O:27][C:28]1[N:29]=[C:30]2[C:35](=[CH:36][CH:37]=1)[N:34]=[CH:33][C:32]([C:38]([OH:40])=[O:39])=[CH:31]2.